This data is from Catalyst prediction with 721,799 reactions and 888 catalyst types from USPTO. The task is: Predict which catalyst facilitates the given reaction. (1) The catalyst class is: 9. Product: [CH2:1]([C:5]1[N:6]([CH2:14][C:15]2[CH:20]=[CH:19][C:18]([C:21]3[CH:26]=[CH:25][CH:24]=[CH:23][C:22]=3[C:27]3[NH:31][N:30]=[N:29][N:28]=3)=[CH:17][CH:16]=2)[C:7]([C:11]([NH:32][C@@H:33]([CH2:34][C:35]2[CH:40]=[CH:39][CH:38]=[CH:37][CH:36]=2)[C:41]([O:43][CH3:44])=[O:42])=[O:12])=[C:8]([Cl:10])[N:9]=1)[CH2:2][CH2:3][CH3:4]. Reactant: [CH2:1]([C:5]1[N:6]([CH2:14][C:15]2[CH:20]=[CH:19][C:18]([C:21]3[CH:26]=[CH:25][CH:24]=[CH:23][C:22]=3[C:27]3[NH:31][N:30]=[N:29][N:28]=3)=[CH:17][CH:16]=2)[C:7]([C:11](O)=[O:12])=[C:8]([Cl:10])[N:9]=1)[CH2:2][CH2:3][CH3:4].[NH2:32][C@H:33]([C:41]([O:43][CH3:44])=[O:42])[CH2:34][C:35]1[CH:40]=[CH:39][CH:38]=[CH:37][CH:36]=1.Cl.C(N=C=NCCCN(C)C)C.ON1C2C=CC=CC=2N=N1.C(N(CC)CC)C. (2) Reactant: C(O)(=O)[C@H]([C@@H](C(O)=O)O)O.[NH2:11][C@@H:12]([C:15]1[CH:27]=[CH:26][C:18]([C:19]([O:21][C:22]([CH3:25])([CH3:24])[CH3:23])=[O:20])=[C:17]([N+:28]([O-:30])=[O:29])[CH:16]=1)[CH2:13][CH3:14].O.[OH-].[Na+]. Product: [NH2:11][C@@H:12]([C:15]1[CH:27]=[CH:26][C:18]([C:19]([O:21][C:22]([CH3:24])([CH3:25])[CH3:23])=[O:20])=[C:17]([N+:28]([O-:30])=[O:29])[CH:16]=1)[CH2:13][CH3:14]. The catalyst class is: 13. (3) Reactant: [CH3:1][C:2]1[N:7]2[N:8]=[C:9](/[CH:11]=[CH:12]/[C:13]3[N:14]([CH3:24])[CH:15]=[C:16]([N:18]4[CH2:22][CH2:21][CH2:20][C:19]4=[O:23])[N:17]=3)[N:10]=[C:6]2[C:5]([CH3:25])=[CH:4][N:3]=1. Product: [CH3:1][C:2]1[N:7]2[N:8]=[C:9]([CH2:11][CH2:12][C:13]3[N:14]([CH3:24])[CH:15]=[C:16]([N:18]4[CH2:22][CH2:21][CH2:20][C:19]4=[O:23])[N:17]=3)[N:10]=[C:6]2[C:5]([CH3:25])=[CH:4][N:3]=1. The catalyst class is: 19. (4) Reactant: C(N(CC)C(C)C)(C)C.[CH:10]1[C:22]2[CH:21]([CH2:23][O:24][C:25]([NH:27][CH2:28][CH2:29][CH2:30][CH2:31][CH2:32][C:33](O)=[O:34])=[O:26])[C:20]3[C:15](=[CH:16][CH:17]=[CH:18][CH:19]=3)[C:14]=2[CH:13]=[CH:12][CH:11]=1.F[P-](F)(F)(F)(F)F.C[N+](C)=C(N(C)C)ON1C2N=CC=CC=2N=N1.[NH2:60][C@H:61]([C:65]([NH:67][C@H:68]([C:76]([NH:78][C:79]1[CH:84]=[CH:83][C:82]([CH2:85][OH:86])=[CH:81][CH:80]=1)=[O:77])[CH2:69][CH2:70][CH2:71][NH:72][C:73](=[O:75])[NH2:74])=[O:66])[CH:62]([CH3:64])[CH3:63]. Product: [CH:19]1[C:20]2[CH:21]([CH2:23][O:24][C:25]([NH:27][CH2:28][CH2:29][CH2:30][CH2:31][CH2:32][C:33]([NH:60][C@H:61]([C:65]([NH:67][C@H:68]([C:76]([NH:78][C:79]3[CH:84]=[CH:83][C:82]([CH2:85][OH:86])=[CH:81][CH:80]=3)=[O:77])[CH2:69][CH2:70][CH2:71][NH:72][C:73](=[O:75])[NH2:74])=[O:66])[CH:62]([CH3:64])[CH3:63])=[O:34])=[O:26])[C:22]3[C:14](=[CH:13][CH:12]=[CH:11][CH:10]=3)[C:15]=2[CH:16]=[CH:17][CH:18]=1. The catalyst class is: 9. (5) Reactant: [CH2:1]([O:8][C:9]1[C:10](=[O:32])[CH:11]=[C:12]([CH2:30][OH:31])[N:13]2[CH:18]([C:19]([O:21][C:22]([CH3:25])([CH3:24])[CH3:23])=[O:20])[CH2:17][N:16]([CH:26]([CH3:28])[CH3:27])[C:15](=[O:29])[C:14]=12)[C:2]1[CH:7]=[CH:6][CH:5]=[CH:4][CH:3]=1.[CH3:33][S:34](Cl)(=[O:36])=[O:35]. Product: [CH2:1]([O:8][C:9]1[C:10](=[O:32])[CH:11]=[C:12]([CH2:30][O:31][S:34]([CH3:33])(=[O:36])=[O:35])[N:13]2[CH:18]([C:19]([O:21][C:22]([CH3:25])([CH3:23])[CH3:24])=[O:20])[CH2:17][N:16]([CH:26]([CH3:28])[CH3:27])[C:15](=[O:29])[C:14]=12)[C:2]1[CH:7]=[CH:6][CH:5]=[CH:4][CH:3]=1. The catalyst class is: 2. (6) Reactant: CC#N.[CH:4]1([NH:7][C:8](=O)[C:9]2[CH:14]=[C:13]([O:15][CH2:16][CH2:17][CH2:18][O:19][CH3:20])[CH:12]=[C:11]([O:21][CH3:22])[CH:10]=2)[CH2:6][CH2:5]1. Product: [CH:4]1([NH:7][CH2:8][C:9]2[CH:14]=[C:13]([O:15][CH2:16][CH2:17][CH2:18][O:19][CH3:20])[CH:12]=[C:11]([O:21][CH3:22])[CH:10]=2)[CH2:5][CH2:6]1. The catalyst class is: 7. (7) Reactant: [NH2:1][C:2]1[C:10]2[C:9]([C:11]3[CH:16]=[CH:15][C:14]([Cl:17])=[C:13]([Cl:18])[CH:12]=3)=[N:8][C:7](S(C)=O)=[N:6][C:5]=2[S:4][C:3]=1[C:22]([NH2:24])=[O:23].[CH3:25][O:26][CH2:27][CH2:28][NH2:29]. The catalyst class is: 1. Product: [NH2:1][C:2]1[C:10]2[C:9]([C:11]3[CH:16]=[CH:15][C:14]([Cl:17])=[C:13]([Cl:18])[CH:12]=3)=[N:8][C:7]([NH:29][CH2:28][CH2:27][O:26][CH3:25])=[N:6][C:5]=2[S:4][C:3]=1[C:22]([NH2:24])=[O:23]. (8) Reactant: Cl.[CH3:2][C@:3]1([N:8]2[C:12]3[N:13]=[C:14]([N:24]4[CH2:29][CH2:28][O:27][CH2:26][CH2:25]4)[N:15]=[C:16]([C:17]4[CH:18]=[N:19][C:20]([NH2:23])=[N:21][CH:22]=4)[C:11]=3[CH2:10][CH2:9]2)[CH2:7][CH2:6][NH:5][CH2:4]1.[C:30]([O:34][C:35]([NH:37][C:38]([CH3:43])([CH3:42])[C:39](O)=[O:40])=[O:36])([CH3:33])([CH3:32])[CH3:31].CCN(C(C)C)C(C)C.CN(C(ON1N=NC2C=CC=NC1=2)=[N+](C)C)C.F[P-](F)(F)(F)(F)F.C([O-])(O)=O.[Na+]. Product: [C:30]([O:34][C:35](=[O:36])[NH:37][C:38]([CH3:43])([CH3:42])[C:39]([N:5]1[CH2:6][CH2:7][C@@:3]([N:8]2[C:12]3[N:13]=[C:14]([N:24]4[CH2:29][CH2:28][O:27][CH2:26][CH2:25]4)[N:15]=[C:16]([C:17]4[CH:18]=[N:19][C:20]([NH2:23])=[N:21][CH:22]=4)[C:11]=3[CH2:10][CH2:9]2)([CH3:2])[CH2:4]1)=[O:40])([CH3:33])([CH3:31])[CH3:32]. The catalyst class is: 37. (9) Reactant: [OH:1][C:2]1[C:7]2[C:8]([CH2:11][CH2:12][C:13]3[CH:18]=[CH:17][CH:16]=[CH:15][CH:14]=3)=[CH:9][O:10][C:6]=2[CH:5]=[CH:4][CH:3]=1.C(O[C@@H:23]1[O:40][C@H:39]([CH2:41][O:42][C:43](=[O:45])[CH3:44])[C@H:34]([O:35][C:36](=[O:38])[CH3:37])[C@H:29]([O:30][C:31](=[O:33])[CH3:32])[C@H:24]1[O:25][C:26](=[O:28])[CH3:27])(=O)C. Product: [C:26]([O:25][C@@H:24]1[C@@H:29]([O:30][C:31](=[O:33])[CH3:32])[C@@H:34]([O:35][C:36](=[O:38])[CH3:37])[C@@H:39]([CH2:41][O:42][C:43](=[O:45])[CH3:44])[O:40][C@H:23]1[O:1][C:2]1[C:7]2[C:8]([CH2:11][CH2:12][C:13]3[CH:14]=[CH:15][CH:16]=[CH:17][CH:18]=3)=[CH:9][O:10][C:6]=2[CH:5]=[CH:4][CH:3]=1)(=[O:28])[CH3:27]. The catalyst class is: 4. (10) Reactant: C([O:3][C:4](=[O:33])[CH2:5][NH:6][C@H:7]1[CH2:11][CH2:10][N:9]([C:12]2[CH:21]=[CH:20][C:19]3[C:14](=[CH:15][CH:16]=[C:17]([Cl:32])[C:18]=3[NH:22][C:23](=[O:31])[CH2:24][CH:25]3[CH2:30][CH2:29][CH2:28][CH2:27][CH2:26]3)[N:13]=2)[CH2:8]1)C.[OH-].[Na+].Cl. Product: [Cl:32][C:17]1[C:18]([NH:22][C:23](=[O:31])[CH2:24][CH:25]2[CH2:30][CH2:29][CH2:28][CH2:27][CH2:26]2)=[C:19]2[C:14](=[CH:15][CH:16]=1)[N:13]=[C:12]([N:9]1[CH2:10][CH2:11][C@H:7]([NH:6][CH2:5][C:4]([OH:33])=[O:3])[CH2:8]1)[CH:21]=[CH:20]2. The catalyst class is: 5.